This data is from Forward reaction prediction with 1.9M reactions from USPTO patents (1976-2016). The task is: Predict the product of the given reaction. (1) Given the reactants C([Si](C)(C)[O:6][CH2:7][C:8]([C:11]1[N:12](S(C)(=O)=O)[C:13]2[C:18]([CH:19]=1)=[CH:17][C:16]([C:20]#[N:21])=[C:15]([C:22]([F:25])([F:24])[F:23])[CH:14]=2)([OH:10])[CH3:9])(C)(C)C.[OH-].[Na+].Cl, predict the reaction product. The product is: [OH:10][C:8]([C:11]1[NH:12][C:13]2[C:18]([CH:19]=1)=[CH:17][C:16]([C:20]#[N:21])=[C:15]([C:22]([F:25])([F:23])[F:24])[CH:14]=2)([CH3:9])[CH2:7][OH:6]. (2) Given the reactants [C:1]([NH:5][C:6]1[N:10]2[CH:11]=[CH:12][N:13]=[CH:14][C:9]2=[N:8][C:7]=1[C:15]1[S:16][C:17]([C:20]#[CH:21])=[CH:18][CH:19]=1)([CH3:4])([CH3:3])[CH3:2].Br[C:23]1[CH:28]=[CH:27][CH:26]=[C:25]([CH3:29])[N:24]=1.CCN(CC)CC.C([O-])([O-])=O.[Na+].[Na+], predict the reaction product. The product is: [C:1]([NH:5][C:6]1[N:10]2[CH:11]=[CH:12][N:13]=[CH:14][C:9]2=[N:8][C:7]=1[C:15]1[S:16][C:17]([C:20]#[C:21][C:23]2[CH:28]=[CH:27][CH:26]=[C:25]([CH3:29])[N:24]=2)=[CH:18][CH:19]=1)([CH3:4])([CH3:3])[CH3:2]. (3) The product is: [C:33]([O:16][C@@H:14]1[CH2:13][C@H:12]([C:17](=[O:18])[NH:19][C:20]2[CH:25]=[CH:24][C:23]([N:26]3[CH2:31][CH2:30][O:29][CH2:28][C:27]3=[O:32])=[CH:22][CH:21]=2)[N:11]([C:9](=[O:10])[NH:8][C:5]2[CH:6]=[CH:7][C:2]([Cl:1])=[CH:3][CH:4]=2)[CH2:15]1)(=[O:37])[CH:34]([CH3:36])[CH3:35]. Given the reactants [Cl:1][C:2]1[CH:7]=[CH:6][C:5]([NH:8][C:9]([N:11]2[CH2:15][C@H:14]([OH:16])[CH2:13][C@@H:12]2[C:17]([NH:19][C:20]2[CH:25]=[CH:24][C:23]([N:26]3[CH2:31][CH2:30][O:29][CH2:28][C:27]3=[O:32])=[CH:22][CH:21]=2)=[O:18])=[O:10])=[CH:4][CH:3]=1.[C:33](O[C:33](=[O:37])[CH:34]([CH3:36])[CH3:35])(=[O:37])[CH:34]([CH3:36])[CH3:35].C(OCC)(=O)C, predict the reaction product. (4) Given the reactants Br[C:2]1[CH:3]=[C:4]([C:9]([O:11][CH3:12])=[O:10])[CH:5]=[N:6][C:7]=1[Cl:8].[C:13]([O-])([O-])=O.[K+].[K+].CB1OB(C)OB(C)O1, predict the reaction product. The product is: [Cl:8][C:7]1[N:6]=[CH:5][C:4]([C:9]([O:11][CH3:12])=[O:10])=[CH:3][C:2]=1[CH3:13]. (5) Given the reactants [CH2:1]([N:8]1[C:16]2[C:11](=[CH:12][C:13](Br)=[CH:14][CH:15]=2)[C:10]([C:18](=[O:22])[C:19]([OH:21])=[O:20])=[C:9]1[CH2:23]O)[C:2]1[CH:7]=[CH:6][CH:5]=[CH:4][CH:3]=1.[K].[Cl:26][C:27]1[CH:32]=[CH:31][C:30](B(O)O)=[CH:29][CH:28]=1.C(=O)([O-])[O-].[K+].[K+], predict the reaction product. The product is: [CH2:1]([N:8]1[C:16]2[C:11](=[CH:12][C:13]([C:30]3[CH:31]=[CH:32][C:27]([Cl:26])=[CH:28][CH:29]=3)=[CH:14][CH:15]=2)[C:10]2[C:18](=[O:22])[C:19](=[O:20])[O:21][CH2:23][C:9]1=2)[C:2]1[CH:7]=[CH:6][CH:5]=[CH:4][CH:3]=1. (6) Given the reactants Cl[C:2]1[N:7]=[C:6]([Cl:8])[N:5]=[CH:4][N:3]=1.C(N(CC)C(C)C)(C)C.[F:18][C:19]1[CH:20]=[C:21]([CH:23]=[CH:24][C:25]=1[N:26]1[CH2:31][CH2:30][N:29]([CH:32]2[CH2:35][O:34][CH2:33]2)[CH2:28][CH2:27]1)[NH2:22], predict the reaction product. The product is: [Cl:8][C:6]1[N:5]=[CH:4][N:3]=[C:2]([NH:22][C:21]2[CH:23]=[CH:24][C:25]([N:26]3[CH2:27][CH2:28][N:29]([CH:32]4[CH2:33][O:34][CH2:35]4)[CH2:30][CH2:31]3)=[C:19]([F:18])[CH:20]=2)[N:7]=1. (7) Given the reactants Cl[C:2]1[C:11]2[C:6](=[C:7]([O:12][CH3:13])[CH:8]=[CH:9][CH:10]=2)[CH:5]=[C:4]([NH:14][C:15]2[CH:19]=[C:18]([CH3:20])[NH:17][N:16]=2)[N:3]=1.C[N:22]1[CH:26]=[C:25](B(O)O)[CH:24]=[N:23]1, predict the reaction product. The product is: [CH3:20][C:18]1[NH:17][N:16]=[C:15]([NH:14][C:4]2[N:3]=[C:2]([C:25]3[CH:26]=[N:22][NH:23][CH:24]=3)[C:11]3[C:6]([CH:5]=2)=[C:7]([O:12][CH3:13])[CH:8]=[CH:9][CH:10]=3)[CH:19]=1.